The task is: Predict the reactants needed to synthesize the given product.. This data is from Full USPTO retrosynthesis dataset with 1.9M reactions from patents (1976-2016). Given the product [Br:1][C:2]1[CH:3]=[C:4]2[C:8](=[CH:9][CH:10]=1)[N:7]([C:11]([O:13][CH3:14])=[O:12])[CH:6]=[C:5]2[C:18]([O:20][C:4]([CH3:8])([CH3:5])[CH3:3])=[O:19], predict the reactants needed to synthesize it. The reactants are: [Br:1][C:2]1[CH:3]=[C:4]2[C:8](=[CH:9][CH:10]=1)[N:7]([C:11]([O:13][C:14](C)(C)C)=[O:12])[CH:6]=[C:5]2[C:18]([OH:20])=[O:19].C(=O)([O-])[O-].[K+].[K+].IC.